From a dataset of Forward reaction prediction with 1.9M reactions from USPTO patents (1976-2016). Predict the product of the given reaction. Given the reactants [Cl:1][C:2]1[CH:3]=[C:4](Br)[CH:5]=[C:6]([F:9])[C:7]=1[Cl:8].[Mg].[C:12]([O:16][C:17]([N:19]1[CH2:23][CH2:22][CH2:21][C:20]1([CH:27]=[O:28])[CH2:24][CH2:25][CH3:26])=[O:18])([CH3:15])([CH3:14])[CH3:13], predict the reaction product. The product is: [C:12]([O:16][C:17]([N:19]1[CH2:23][CH2:22][CH2:21][C:20]1([CH:27]([C:4]1[CH:5]=[C:6]([F:9])[C:7]([Cl:8])=[C:2]([Cl:1])[CH:3]=1)[OH:28])[CH2:24][CH2:25][CH3:26])=[O:18])([CH3:14])([CH3:15])[CH3:13].